From a dataset of Forward reaction prediction with 1.9M reactions from USPTO patents (1976-2016). Predict the product of the given reaction. (1) Given the reactants N#N.C([O:5][C:6]([C:8]1[O:9][C:10]([S:13]([CH3:16])(=[O:15])=[O:14])=[CH:11][CH:12]=1)=O)C.CC(C[AlH]CC(C)C)C, predict the reaction product. The product is: [CH3:16][S:13]([C:10]1[O:9][C:8]([CH2:6][OH:5])=[CH:12][CH:11]=1)(=[O:15])=[O:14]. (2) Given the reactants [CH3:1][O:2][C:3]1[CH:4]=[C:5]([CH2:9][CH2:10][CH2:11][O:12]S(C)(=O)=O)[CH:6]=[CH:7][CH:8]=1.[CH2:17]([O:19][C:20]([C:22]1[S:26][C:25](=O)[NH:24][C:23]=1[CH3:28])=[O:21])[CH3:18].C(=O)([O-])[O-].[Cs+].[Cs+], predict the reaction product. The product is: [CH2:17]([O:19][C:20]([C:22]1[S:26][C:25]([O:12][CH2:11][CH2:10][CH2:9][C:5]2[CH:6]=[CH:7][CH:8]=[C:3]([O:2][CH3:1])[CH:4]=2)=[N:24][C:23]=1[CH3:28])=[O:21])[CH3:18]. (3) Given the reactants [CH3:1][N:2]([CH2:25][CH2:26][CH2:27][C:28]([OH:30])=O)[C:3]([C:5]1[CH:6]=[C:7]2[C:15](=[CH:16][CH:17]=1)[N:14]([CH3:18])[C:13]1[CH2:12][CH2:11][C@@H:10]([CH:19]3[CH2:24][CH2:23][O:22][CH2:21][CH2:20]3)[CH2:9][C:8]2=1)=[O:4].Cl.[NH2:32][CH2:33][C:34]#[N:35].F[P-](F)(F)(F)(F)F.N1(OC(N(C)C)=[N+](C)C)C2N=CC=CC=2N=N1.C(N(CC)C(C)C)(C)C, predict the reaction product. The product is: [C:33]([CH2:34][NH:35][C:28](=[O:30])[CH2:27][CH2:26][CH2:25][N:2]([CH3:1])[C:3]([C:5]1[CH:6]=[C:7]2[C:15](=[CH:16][CH:17]=1)[N:14]([CH3:18])[C:13]1[CH2:12][CH2:11][C@@H:10]([CH:19]3[CH2:20][CH2:21][O:22][CH2:23][CH2:24]3)[CH2:9][C:8]2=1)=[O:4])#[N:32]. (4) Given the reactants [NH2:1][C@H:2]([C:7]([OH:9])=[O:8])[CH2:3][C:4]([OH:6])=[O:5].[C:10](O[C:10]([C:12]([F:15])([F:14])[F:13])=[O:11])([C:12]([F:15])([F:14])[F:13])=[O:11].[CH2:23]1COC[CH2:24]1, predict the reaction product. The product is: [CH2:23]([O:8][C:7](=[O:9])[C@H:2]([CH2:3][C:4]([OH:6])=[O:5])[NH:1][C:10](=[O:11])[C:12]([F:15])([F:14])[F:13])[CH3:24]. (5) Given the reactants [CH3:1][O:2][C:3]1[C:4]([CH2:8][O:9][N:10]2C(=O)CCC2=O)=[CH:5][S:6][CH:7]=1.O.NN, predict the reaction product. The product is: [CH3:1][O:2][C:3]1[C:4]([CH2:8][O:9][NH2:10])=[CH:5][S:6][CH:7]=1. (6) Given the reactants [CH:1]([NH:4][C:5]1[N:10]=[C:9]([C:11]([OH:13])=O)[CH:8]=[C:7]([CH3:14])[N:6]=1)([CH3:3])[CH3:2].CCN(C(C)C)C(C)C.CN([C:27]([O:31][N:32]1N=NC2C=CC=C[C:33]1=2)=[N+](C)C)C.[B-](F)(F)(F)F.CNOC, predict the reaction product. The product is: [CH3:27][O:31][N:32]([CH3:33])[C:11]([C:9]1[CH:8]=[C:7]([CH3:14])[N:6]=[C:5]([NH:4][CH:1]([CH3:2])[CH3:3])[N:10]=1)=[O:13].